From a dataset of Full USPTO retrosynthesis dataset with 1.9M reactions from patents (1976-2016). Predict the reactants needed to synthesize the given product. (1) Given the product [Si:5]([O:6][C@H:7]1[C@H:8]2[O:14][CH2:13][C@@H:12]([O:15][CH2:16][C:17]3[NH:29][C:25]4[C:26](=[N:27][C:22]([Cl:21])=[CH:23][CH:24]=4)[CH:18]=3)[C@H:9]2[O:10][CH2:11]1)([C:1]([CH3:4])([CH3:3])[CH3:2])([CH3:19])[CH3:20], predict the reactants needed to synthesize it. The reactants are: [C:1]([Si:5]([CH3:20])([CH3:19])[O:6][C@@H:7]1[CH2:11][O:10][C@@H:9]2[C@H:12]([O:15][CH2:16][C:17]#[CH:18])[CH2:13][O:14][C@H:8]12)([CH3:4])([CH3:3])[CH3:2].[Cl:21][C:22]1[N:27]=[C:26](I)[C:25]([NH2:29])=[CH:24][CH:23]=1. (2) Given the product [CH3:2][C:3]1[CH:4]=[CH:5][C:6]([C:12]2[CH:17]=[CH:16][N:15]=[CH:14][CH:13]=2)=[C:7]([CH:11]=1)[C:8]([N:19]1[CH2:24][CH2:23][C:22](=[O:25])[CH2:21][CH2:20]1)=[O:10], predict the reactants needed to synthesize it. The reactants are: Cl.[CH3:2][C:3]1[CH:4]=[CH:5][C:6]([C:12]2[CH:17]=[CH:16][N:15]=[CH:14][CH:13]=2)=[C:7]([CH:11]=1)[C:8]([OH:10])=O.Cl.[NH:19]1[CH2:24][CH2:23][C:22](=[O:25])[CH2:21][CH2:20]1.C[N+]1(C2N=C(OC)N=C(OC)N=2)CCOCC1.[Cl-].CN1CCOCC1. (3) Given the product [CH3:1][N:2]([CH3:20])[C:3]1[CH:8]=[C:7]([C:9]2[N:13]3[CH:14]=[CH:15][CH:16]=[CH:17][C:12]3=[N:11][C:10]=2[CH2:18][N:22]([CH3:21])[C@@H:23]2[C:32]3[N:31]=[CH:30][CH:29]=[CH:28][C:27]=3[CH2:26][CH2:25][CH2:24]2)[CH:6]=[CH:5][N:4]=1, predict the reactants needed to synthesize it. The reactants are: [CH3:1][N:2]([CH3:20])[C:3]1[CH:8]=[C:7]([C:9]2[N:13]3[CH:14]=[CH:15][CH:16]=[CH:17][C:12]3=[N:11][C:10]=2[CH:18]=O)[CH:6]=[CH:5][N:4]=1.[CH3:21][NH:22][C@@H:23]1[C:32]2[N:31]=[CH:30][CH:29]=[CH:28][C:27]=2[CH2:26][CH2:25][CH2:24]1.CN(CC1N=C2C=CC=CN2C=1C1C=CN=CC=1)[C@@H]1C2N=CC=CC=2CCC1. (4) Given the product [ClH:34].[C:1]([C:5]1[N:6]=[C:7]([C:10]2[CH:15]=[CH:14][CH:13]=[CH:12][C:11]=2[NH:16][C:17](=[O:18])[O:19][CH2:20][CH:21]2[CH2:22][CH2:23][NH:24][CH2:25][CH2:26]2)[S:8][CH:9]=1)([CH3:4])([CH3:2])[CH3:3], predict the reactants needed to synthesize it. The reactants are: [C:1]([C:5]1[N:6]=[C:7]([C:10]2[CH:15]=[CH:14][CH:13]=[CH:12][C:11]=2[NH:16][C:17]([O:19][CH2:20][CH:21]2[CH2:26][CH2:25][N:24](C(OC(C)(C)C)=O)[CH2:23][CH2:22]2)=[O:18])[S:8][CH:9]=1)([CH3:4])([CH3:3])[CH3:2].[ClH:34].